Dataset: Forward reaction prediction with 1.9M reactions from USPTO patents (1976-2016). Task: Predict the product of the given reaction. (1) Given the reactants C(O[C:4]1[CH2:9][N:8]([CH2:10][C:11]2[CH:16]=[CH:15][CH:14]=[CH:13][CH:12]=2)[CH:7]([CH2:17][C:18]2[CH:23]=[CH:22][CH:21]=[CH:20][CH:19]=2)[CH2:6][N:5]=1)C.[NH2:24][CH2:25][C:26]#[CH:27], predict the reaction product. The product is: [CH3:27][C:26]1[N:5]2[CH2:6][CH:7]([CH2:17][C:18]3[CH:19]=[CH:20][CH:21]=[CH:22][CH:23]=3)[N:8]([CH2:10][C:11]3[CH:12]=[CH:13][CH:14]=[CH:15][CH:16]=3)[CH2:9][C:4]2=[N:24][CH:25]=1. (2) The product is: [C:1]([O:5][C:6](=[O:41])[NH:7][CH:8]([C:9](=[O:13])[N:10]([CH3:12])[CH3:11])[C:14]1[CH:15]=[CH:16][C:17]([O:20][C:21]2[CH:26]=[CH:25][C:24]([CH2:27][CH2:28][C:29](=[O:40])[NH:30][OH:31])=[CH:23][CH:22]=2)=[CH:18][CH:19]=1)([CH3:2])([CH3:4])[CH3:3]. Given the reactants [C:1]([O:5][C:6](=[O:41])[NH:7][CH:8]([C:14]1[CH:19]=[CH:18][C:17]([O:20][C:21]2[CH:26]=[CH:25][C:24]([CH2:27][CH2:28][C:29](=[O:40])[NH:30][O:31]C(=O)C3C=CC=CC=3)=[CH:23][CH:22]=2)=[CH:16][CH:15]=1)[C:9](=[O:13])[N:10]([CH3:12])[CH3:11])([CH3:4])([CH3:3])[CH3:2].[H][H], predict the reaction product. (3) Given the reactants [N:1]([CH2:4][C@@H:5]1[O:15][C:9]2[N:10]=[N:11][C:12]([Cl:14])=[CH:13][C:8]=2[O:7][CH2:6]1)=[N+]=[N-], predict the reaction product. The product is: [ClH:14].[N:10]1[C:9]2[O:15][C@@H:5]([CH2:4][NH2:1])[CH2:6][O:7][C:8]=2[CH:13]=[CH:12][N:11]=1. (4) Given the reactants [CH:1](O)=O.[Br:4][CH2:5][CH2:6][CH2:7][CH2:8][CH2:9][CH2:10][CH2:11][CH2:12][CH2:13][CH2:14][CH2:15][CH2:16][O:17][C:18]1[CH:24]=[CH:23][C:21]([NH2:22])=[C:20]([N+:25]([O-])=O)[CH:19]=1.[Cl-].[NH4+], predict the reaction product. The product is: [Br:4][CH2:5][CH2:6][CH2:7][CH2:8][CH2:9][CH2:10][CH2:11][CH2:12][CH2:13][CH2:14][CH2:15][CH2:16][O:17][C:18]1[CH:24]=[CH:23][C:21]2[NH:22][CH:1]=[N:25][C:20]=2[CH:19]=1. (5) Given the reactants Cl.[NH2:2][CH2:3][C:4]1[CH:19]=[CH:18][C:7]([C:8]([NH:10][CH2:11][CH2:12][C:13]([O:15][CH2:16][CH3:17])=[O:14])=[O:9])=[CH:6][CH:5]=1.C([O-])([O-])=O.[K+].[K+].[O:26]1[C:30]2([CH2:35][CH2:34][C:33](=O)[CH2:32][CH2:31]2)[O:29][CH2:28][CH2:27]1.[BH-](OC(C)=O)(OC(C)=O)OC(C)=O.[Na+], predict the reaction product. The product is: [CH2:16]([O:15][C:13](=[O:14])[CH2:12][CH2:11][NH:10][C:8](=[O:9])[C:7]1[CH:6]=[CH:5][C:4]([CH2:3][NH:2][CH:33]2[CH2:34][CH2:35][C:30]3([O:29][CH2:28][CH2:27][O:26]3)[CH2:31][CH2:32]2)=[CH:19][CH:18]=1)[CH3:17].